This data is from Catalyst prediction with 721,799 reactions and 888 catalyst types from USPTO. The task is: Predict which catalyst facilitates the given reaction. (1) Reactant: [CH3:1][O:2][C:3]1[CH:4]=[C:5]2[C:10](=[CH:11][CH:12]=1)[C:9]([CH2:13][C:14]1[CH:19]=[CH:18][C:17]([O:20][CH2:21][CH2:22][N:23]3[CH2:28][CH2:27][CH2:26][CH2:25][CH2:24]3)=[CH:16][CH:15]=1)=[C:8](OS(C(F)(F)F)(=O)=O)[CH:7]=[CH:6]2.[F:37][C:38]1[CH:39]=[C:40](B(O)O)[CH:41]=[CH:42][CH:43]=1.[F-].[Cs+]. Product: [F:37][C:38]1[CH:43]=[C:42]([C:8]2[CH:7]=[CH:6][C:5]3[C:10](=[CH:11][CH:12]=[C:3]([O:2][CH3:1])[CH:4]=3)[C:9]=2[CH2:13][C:14]2[CH:19]=[CH:18][C:17]([O:20][CH2:21][CH2:22][N:23]3[CH2:28][CH2:27][CH2:26][CH2:25][CH2:24]3)=[CH:16][CH:15]=2)[CH:41]=[CH:40][CH:39]=1. The catalyst class is: 235. (2) Reactant: [Li]CCCC.Br[C:7]1[CH:12]=[CH:11][C:10]([Br:13])=[CH:9][N:8]=1.[CH:14]1([S:17]Cl)[CH2:16][CH2:15]1. Product: [Br:13][C:10]1[CH:11]=[CH:12][C:7]([S:17][CH:14]2[CH2:16][CH2:15]2)=[N:8][CH:9]=1. The catalyst class is: 11.